Dataset: Retrosynthesis with 50K atom-mapped reactions and 10 reaction types from USPTO. Task: Predict the reactants needed to synthesize the given product. (1) Given the product COc1ccccc1N1CCCNCC1, predict the reactants needed to synthesize it. The reactants are: COc1ccccc1N1CCCN(C(=O)OC(C)(C)C)CC1. (2) Given the product CCOC(=O)Cc1cccc(NC(=O)c2cccc(Br)c2)c1, predict the reactants needed to synthesize it. The reactants are: CCOC(=O)Cc1cccc(N)c1.O=C(O)c1cccc(Br)c1. (3) Given the product COCCNC(=O)c1ccc(-c2ccc(OCC3CCN(C(=O)OC(C)(C)C)CC3)cn2)cc1, predict the reactants needed to synthesize it. The reactants are: CC(C)(C)OC(=O)N1CCC(COc2ccc(-c3ccc(C(=O)O)cc3)nc2)CC1.COCCN. (4) Given the product Cc1cc2c(cc1C)C(O)OC2=O, predict the reactants needed to synthesize it. The reactants are: Cc1cc2c(cc1C)C(=O)OC2=O. (5) Given the product O=C(Cc1cccc(Oc2ccccc2)c1)Nn1nc(N2CCOCC2)c2ccccc2c1=O, predict the reactants needed to synthesize it. The reactants are: Nn1nc(N2CCOCC2)c2ccccc2c1=O.O=C(O)Cc1cccc(Oc2ccccc2)c1. (6) Given the product COC(=O)[C@H](C)OC(=O)CN1C(=S)[C@H](C(C)C)Oc2c(C(C)C)cccc21, predict the reactants needed to synthesize it. The reactants are: CC(C)c1cccc2c1OC(C(C)C)C(=S)N2CC(=O)O.COC(=O)[C@H](C)O. (7) The reactants are: CC(C)(C)OC(=O)NCc1nc2ccc(-c3c[nH]c4cc(F)ccc34)cc2[nH]1. Given the product NCc1nc2ccc(-c3c[nH]c4cc(F)ccc34)cc2[nH]1, predict the reactants needed to synthesize it. (8) Given the product CC(=O)Nc1cnc(C)cn1, predict the reactants needed to synthesize it. The reactants are: CC(=O)Cl.Cc1cnc(N)cn1. (9) Given the product COC(=O)/C=C/c1ccc(C=O)s1, predict the reactants needed to synthesize it. The reactants are: COC(=O)C=P(c1ccccc1)(c1ccccc1)c1ccccc1.O=Cc1ccc(C=O)s1. (10) Given the product CC(C)(C)OC(=O)NCCN(C1CN(C(=O)OC(C)(C)C)C1)S(=O)(=O)c1ccc(Nc2nccc(Nc3ccc(F)cc3)n2)cc1, predict the reactants needed to synthesize it. The reactants are: CC(C)(C)OC(=O)NCCNC1CN(C(=O)OC(C)(C)C)C1.O=S(=O)(Cl)c1ccc(Nc2nccc(Nc3ccc(F)cc3)n2)cc1.